This data is from Reaction yield outcomes from USPTO patents with 853,638 reactions. The task is: Predict the reaction yield, written as a fraction of the theoretical maximum amount of product (1.0 means a 100% yield; for example, 0.34 means a 34% yield). (1) The reactants are [NH2:1][C:2]1[C:3]([F:23])=[CH:4][C:5]([Cl:22])=[C:6]([C:8]2[C:9](=[O:21])[N:10]([CH2:19][CH3:20])[C:11]3[C:16]([CH:17]=2)=[CH:15][N:14]=[C:13]([Cl:18])[CH:12]=3)[CH:7]=1.[F:24][C:25]1[CH:26]=[C:27]([N:32]=[C:33]=[O:34])[CH:28]=[C:29]([F:31])[CH:30]=1. The catalyst is C1COCC1. The product is [Cl:22][C:5]1[C:6]([C:8]2[C:9](=[O:21])[N:10]([CH2:19][CH3:20])[C:11]3[C:16]([CH:17]=2)=[CH:15][N:14]=[C:13]([Cl:18])[CH:12]=3)=[CH:7][C:2]([NH:1][C:33]([NH:32][C:27]2[CH:28]=[C:29]([F:31])[CH:30]=[C:25]([F:24])[CH:26]=2)=[O:34])=[C:3]([F:23])[CH:4]=1. The yield is 0.610. (2) The reactants are CC1C=C(N2CCN(CCOC3C=CC=CC=3)C2=O)SC=1C(OCC)=O.[C:27]([O:31][C:32]([NH:34][C:35]1[CH:58]=[CH:57][C:38]([CH2:39][N:40]2[CH2:44][CH2:43][N:42]([C:45]3[S:49][C:48]([C:50]([O:52]CC)=[O:51])=[C:47]([CH3:55])[CH:46]=3)[C:41]2=[O:56])=[CH:37][CH:36]=1)=[O:33])([CH3:30])([CH3:29])[CH3:28]. No catalyst specified. The product is [C:27]([O:31][C:32]([NH:34][C:35]1[CH:58]=[CH:57][C:38]([CH2:39][N:40]2[CH2:44][CH2:43][N:42]([C:45]3[S:49][C:48]([C:50]([OH:52])=[O:51])=[C:47]([CH3:55])[CH:46]=3)[C:41]2=[O:56])=[CH:37][CH:36]=1)=[O:33])([CH3:30])([CH3:28])[CH3:29]. The yield is 0.640.